From a dataset of Full USPTO retrosynthesis dataset with 1.9M reactions from patents (1976-2016). Predict the reactants needed to synthesize the given product. (1) Given the product [NH2:39][CH:40]1[CH2:44][CH2:43][N:42]([C:25]([N:11]2[CH2:12][CH:13]([C:15]3[CH:20]=[CH:19][C:18]([C:21]([F:23])([F:22])[F:24])=[CH:17][CH:16]=3)[CH2:14][CH:9]([C:7]3[O:6][N:5]=[C:4]([CH:1]4[CH2:2][CH2:3]4)[N:8]=3)[CH2:10]2)=[O:26])[CH2:41]1, predict the reactants needed to synthesize it. The reactants are: [CH:1]1([C:4]2[N:8]=[C:7]([CH:9]3[CH2:14][CH:13]([C:15]4[CH:20]=[CH:19][C:18]([C:21]([F:24])([F:23])[F:22])=[CH:17][CH:16]=4)[CH2:12][N:11]([C:25](OC4C=CC([N+]([O-])=O)=CC=4)=[O:26])[CH2:10]3)[O:6][N:5]=2)[CH2:3][CH2:2]1.Cl.Cl.[NH2:39][CH:40]1[CH2:44][CH2:43][NH:42][CH2:41]1. (2) Given the product [OH:1][CH2:2][CH2:3][CH2:4][C:5]1[CH:15]=[CH:14][C:8]([C:9]([O:11][CH2:12][CH3:13])=[O:10])=[CH:7][CH:6]=1, predict the reactants needed to synthesize it. The reactants are: [O:1]=[CH:2][CH2:3][CH2:4][C:5]1[CH:15]=[CH:14][C:8]([C:9]([O:11][CH2:12][CH3:13])=[O:10])=[CH:7][CH:6]=1.IC1C=C2C(=CC=1)NC(=O)C2(OC)OC.O. (3) Given the product [F:39][C:6]1[CH:38]=[CH:37][CH:36]=[CH:35][C:7]=1[O:8][C:9]1[C:23]([O:24][C:25]2[CH:30]=[CH:29][C:28]([S:31]([CH3:34])(=[O:33])=[O:32])=[CH:27][CH:26]=2)=[CH:22][C:12]2[NH:13][C:14]([C:16]3[CH:21]=[CH:20][CH:19]=[CH:18][N:17]=3)=[N:15][C:11]=2[CH:10]=1, predict the reactants needed to synthesize it. The reactants are: C(OC([C:6]1[CH:38]=[CH:37][CH:36]=[CH:35][C:7]=1[O:8][C:9]1[C:23]([O:24][C:25]2[CH:30]=[CH:29][C:28]([S:31]([CH3:34])(=[O:33])=[O:32])=[CH:27][CH:26]=2)=[CH:22][C:12]2[NH:13][C:14]([C:16]3[CH:21]=[CH:20][CH:19]=[CH:18][N:17]=3)=[N:15][C:11]=2[CH:10]=1)=O)C.[F:39]C1C=CC=CC=1O.